Dataset: Full USPTO retrosynthesis dataset with 1.9M reactions from patents (1976-2016). Task: Predict the reactants needed to synthesize the given product. Given the product [C:20]1([CH2:26][CH2:27][CH2:28][CH:29]([NH:39][C:40]([CH:42]2[CH2:47][CH2:46][N:45]([C:17](=[O:19])[C@H:9]([CH2:10][C:11]3[CH:12]=[N:13][CH:14]=[CH:15][CH:16]=3)[NH:8][C:6]([O:5][C:1]([CH3:2])([CH3:3])[CH3:4])=[O:7])[CH2:44][CH2:43]2)=[O:41])[CH2:30][CH2:31][CH2:32][C:33]2[CH:38]=[CH:37][CH:36]=[CH:35][CH:34]=2)[CH:25]=[CH:24][CH:23]=[CH:22][CH:21]=1, predict the reactants needed to synthesize it. The reactants are: [C:1]([O:5][C:6]([NH:8][C@H:9]([C:17]([OH:19])=O)[CH2:10][C:11]1[CH:12]=[N:13][CH:14]=[CH:15][CH:16]=1)=[O:7])([CH3:4])([CH3:3])[CH3:2].[C:20]1([CH2:26][CH2:27][CH2:28][CH:29]([NH:39][C:40]([CH:42]2[CH2:47][CH2:46][NH:45][CH2:44][CH2:43]2)=[O:41])[CH2:30][CH2:31][CH2:32][C:33]2[CH:38]=[CH:37][CH:36]=[CH:35][CH:34]=2)[CH:25]=[CH:24][CH:23]=[CH:22][CH:21]=1.C(N(CC)C(C)C)(C)C.C1CN([P+](ON2N=NC3C=CC=CC2=3)(N2CCCC2)N2CCCC2)CC1.F[P-](F)(F)(F)(F)F.